Dataset: Acute oral toxicity (LD50) regression data from Zhu et al.. Task: Regression/Classification. Given a drug SMILES string, predict its toxicity properties. Task type varies by dataset: regression for continuous values (e.g., LD50, hERG inhibition percentage) or binary classification for toxic/non-toxic outcomes (e.g., AMES mutagenicity, cardiotoxicity, hepatotoxicity). Dataset: ld50_zhu. (1) The drug is COc1ccc2c(c1)OC(C)(C)C(c1ccccc1)C2c1ccc(OCCCCl)cc1. The rat oral LD50 is 2.94, given as -log10 of the dose in mol/kg body weight (higher means more acutely toxic). (2) The rat oral LD50 is 4.76, given as -log10 of the dose in mol/kg body weight (higher means more acutely toxic). The compound is CCCOP(=S)(OC)Oc1cnn(C)c(=O)c1OC. (3) The drug is CCCCN1CCOCC1. The rat oral LD50 is 2.63, given as -log10 of the dose in mol/kg body weight (higher means more acutely toxic).